Binary Classification. Given a miRNA mature sequence and a target amino acid sequence, predict their likelihood of interaction. From a dataset of Experimentally validated miRNA-target interactions with 360,000+ pairs, plus equal number of negative samples. (1) The miRNA is hsa-miR-187-5p with sequence GGCUACAACACAGGACCCGGGC. The protein sequence of the target gene is MSSAPNGRKKRPSRSTRSSIFQISKPPLQSGDWERRGSGSESAHKTQRALDDCKMLVQEFNTQVALYRELVISIGDVSVSCPSLRAEMHKTRTKGCEMARQAHQKLAAISGPEDGEIHPEICRLYIQLQCCLEMYTTEMLKSICLLGSLQFHRKGKEASGGAKNLDSKIEENAETPALEDSLSSPLESQQQCWQVATDIENTERDMREMKNLLSKLRETMPLPLKNQDDSSLLNLTPYPMVRRRKRRFFGLCCLVSS. Result: 0 (no interaction). (2) The miRNA is mmu-miR-410-3p with sequence AAUAUAACACAGAUGGCCUGU. The protein sequence of the target gene is MLLLADMDVVNQLVAGGQFRVVKEPLGFVKVLQWVFAIFAFATCGSYTGELRLSVECANKTESALNIEVEFEYPFRLHQVYFDAPSCVKGGTTKIFLVGDYSSSAEFFVTVAVFAFLYSMGALATYIFLQNKYRENNKGPMMDFLATAVFAFMWLVSSSAWAKGLSDVKMATDPENIIKEMPMCRQTGNTCKELRDPVTSGLNTSVVFGFLNLVLWVGNLWFVFKETGWAAPFMRAPPGAPEKQPAPGDAYGDAGYGQGPGGYGPQDSYGPQGGYQPDYGQPASGGGGGYGPQGDYGQQG.... Result: 1 (interaction). (3) The miRNA is hsa-miR-195-5p with sequence UAGCAGCACAGAAAUAUUGGC. The protein sequence of the target gene is MPGRAEAGEAEEEAGAGSGSEAEEDALWERIEGVRHRLARALNPAKLTPYLRQCRVIDEQDEEEVLSTYRFPCRVNRTGRLMDILRCRGKRGYEAFLEALEFYYPEHFTLLTGQEPAQRCSMILDEEGPEGLTQFLMTEVRRLREARKSQLQREQQLQARGRVLEEERAGLEQRLRDQQQAQERCQRLREDWEAGSLELLRLKDENYMIAMRLAQLSEEKNSAVLRSRDLQLAVDQLKLKVSRLEEECALLRRARGPPPGAEEKEKEKEKEKEPDNVDLVSELRAENQRLTASLRELQEG.... Result: 1 (interaction). (4) The miRNA is hsa-miR-548az-3p with sequence AAAAACUGCAAUCACUUUUGC. The protein sequence of the target gene is MKPHLKQWRQRMLFGIFAWGLLFLLIFIYFTDSNPAEPVPSSLSFLETRRLLPVQGKQRAIMGAAHEPSPPGGLDARQALPRAHPAGSFHAGPGDLQKWAQSQDGFEHKEFFSSQVGRKSQSAFYPEDDDYFFAAGQPGWHSHTQGTLGFPSPGEPGPREGAFPAAQVQRRRVKKRHRRQRRSHVLEEGDDGDRLYSSMSRAFLYRLWKGNVSSKMLNPRLQKAMKDYLTANKHGVRFRGKREAGLSRAQLLCQLRSRARVRTLDGTEAPFSALGWRRLVPAVPLSQLHPRGLRSCAVVM.... Result: 1 (interaction). (5) The miRNA is hsa-miR-20b-5p with sequence CAAAGUGCUCAUAGUGCAGGUAG. The protein sequence of the target gene is MWPQPRLPPRPAMSEETRQSKLAAAKKKLREYQQRNSPGVPTGAKKKKKIKNGSNPETTTSGGCHSPEDTPKDNAATLQPSDDTVLPGGVPSPGASLTSMAASQNHDADNVPNLMDETKTFSSTESLRQLSQQLNGLVCESATCVNGEGPASSANLKDLESRYQQLAVALDSSYVTNKQLNITIEKLKQQNQEITDQLEEEKKECHQKQGALREQLQVHIQTIGILVSEKAELQTALAHTQHAARQKEGESEDLASRLQYSRRRVGELERALSAVSTQQKKADRYNKELTKERDALRLEL.... Result: 1 (interaction). (6) The miRNA is hsa-miR-4295 with sequence CAGUGCAAUGUUUUCCUU. The protein sequence of the target gene is MDIIETAKLEGHLESQTNDSTNTYTSPTEAVEEEGKNGKGKPKTLSNGLRKGAKKYPDYIQISMPNDSKNKFPLEWWKTGIAFVYALFNLILTTVMITVVHERVPPKELSPPLPDKFFDYFDRVKWAFSVSEINGMVLVGLWITQWLFLRYKSIVGRRFFFIMGTLYLYRCITMYVTTLPVPGMHFQCAPKLNGDSQAKIQRILRLISGGGLSITGSHILCGDFLFSGHTVVLTLTYLFIKEYSPRHFWWYHLVCWLLSAAGIICILVAHEHYTVDVIIAYYITTRLFWWYHSMANEKNL.... Result: 0 (no interaction).